This data is from Full USPTO retrosynthesis dataset with 1.9M reactions from patents (1976-2016). The task is: Predict the reactants needed to synthesize the given product. (1) Given the product [F:1][C:2]1[CH:3]=[CH:4][C:5]([CH2:6][N:7]2[C:37](=[O:38])[C:36]([C:31]3[NH:30][C:29]4[CH:40]=[CH:41][C:26]([NH:25][S:22]([CH3:21])(=[O:24])=[O:23])=[CH:27][C:28]=4[S:33](=[O:35])(=[O:34])[N:32]=3)=[C:15]([OH:17])[C@H:9]3[C@@H:8]2[C@H:13]2[O:14][C@@H:10]3[CH2:11][CH2:12]2)=[CH:19][CH:20]=1, predict the reactants needed to synthesize it. The reactants are: [F:1][C:2]1[CH:20]=[CH:19][C:5]([CH2:6][NH:7][C@H:8]2[C@H:13]3[O:14][C@H:10]([CH2:11][CH2:12]3)[C@H:9]2[C:15]([O:17]C)=O)=[CH:4][CH:3]=1.[CH3:21][S:22]([NH:25][C:26]1[CH:41]=[CH:40][C:29]2[NH:30][C:31]([CH2:36][C:37](O)=[O:38])=[N:32][S:33](=[O:35])(=[O:34])[C:28]=2[CH:27]=1)(=[O:24])=[O:23].CN1CCOCC1.Cl.CN(C)CCCN=C=NCC.C(N(CC)CC)C. (2) Given the product [CH3:48][O:49][CH2:37][CH2:36][N:33]1[CH2:32][CH2:31][N:30]([C:39]2[CH:40]=[CH:41][C:42]([NH:45][C:2]3[N:10]=[C:9]4[C:5]([N:6]=[CH:7][N:8]4[CH:11]4[CH2:16][CH2:15][CH2:14][CH2:13][O:12]4)=[C:4]([O:17][C:18]4[CH:19]=[C:20]([NH:24][C:25](=[O:28])[CH:26]=[CH2:27])[CH:21]=[CH:22][CH:23]=4)[N:3]=3)=[CH:43][CH:44]=2)[CH2:35][CH2:34]1, predict the reactants needed to synthesize it. The reactants are: Cl[C:2]1[N:10]=[C:9]2[C:5]([N:6]=[CH:7][N:8]2[CH:11]2[CH2:16][CH2:15][CH2:14][CH2:13][O:12]2)=[C:4]([O:17][C:18]2[CH:19]=[C:20]([NH:24][C:25](=[O:28])[CH:26]=[CH2:27])[CH:21]=[CH:22][CH:23]=2)[N:3]=1.C[N:30]([C:39]1[CH:44]=[CH:43][C:42]([N+:45]([O-])=O)=[CH:41][CH:40]=1)[C@H:31]1[CH2:35][CH2:34][N:33]([C:36](=O)[CH3:37])[CH2:32]1.[C:48]([O-])([O-])=[O:49].[K+].[K+].C1(P(C2CCCCC2)C2C=CC=CC=2C2C(C(C)C)=CC(C(C)C)=CC=2C(C)C)CCCCC1.